Task: Predict which catalyst facilitates the given reaction.. Dataset: Catalyst prediction with 721,799 reactions and 888 catalyst types from USPTO (1) Reactant: [OH:1][C:2]1[CH:7]=[CH:6][C:5](/[CH:8]=[CH:9]/[C:10]([OH:12])=[O:11])=[CH:4][CH:3]=1.[CH3:13][C:14]1[CH:18]=[C:17]([CH3:19])[O:16][N:15]=1. Product: [CH3:13][C:14]1[C:18]([CH:8]([C:5]2[CH:4]=[CH:3][C:2]([OH:1])=[CH:7][CH:6]=2)[CH2:9][C:10]([OH:12])=[O:11])=[C:17]([CH3:19])[O:16][N:15]=1. The catalyst class is: 6. (2) Reactant: C([O:3][CH:4](OCC)[C:5]1[O:13][C:12]2[C:11]([C:14]#[C:15][C:16]3[CH:17]=[C:18]([CH3:22])[CH:19]=[CH:20][CH:21]=3)=[CH:10][N:9]=[CH:8][C:7]=2[CH:6]=1)C.Cl.C(=O)(O)[O-].[Na+]. Product: [C:18]1([CH3:22])[CH:19]=[CH:20][CH:21]=[C:16]([C:15]#[C:14][C:11]2[C:12]3[O:13][C:5]([CH:4]=[O:3])=[CH:6][C:7]=3[CH:8]=[N:9][CH:10]=2)[CH:17]=1. The catalyst class is: 7. (3) Reactant: [Br:1][C:2]1[CH:3]=[C:4]([F:21])[CH:5]=[C:6]2[C:14]=1[NH:13][C:12]1[CH:11]([CH2:15][C:16]([O:18][CH2:19][CH3:20])=[O:17])[CH2:10][CH2:9][CH2:8][C:7]2=1.Br[CH2:23][C:24]1[CH:29]=[CH:28][C:27]([Cl:30])=[CH:26][CH:25]=1.C(=O)([O-])[O-].[Cs+].[Cs+]. Product: [Br:1][C:2]1[CH:3]=[C:4]([F:21])[CH:5]=[C:6]2[C:14]=1[N:13]([CH2:23][C:24]1[CH:29]=[CH:28][C:27]([Cl:30])=[CH:26][CH:25]=1)[C:12]1[CH:11]([CH2:15][C:16]([O:18][CH2:19][CH3:20])=[O:17])[CH2:10][CH2:9][CH2:8][C:7]2=1. The catalyst class is: 290. (4) Reactant: [O:1]1[CH2:5][CH2:4][O:3][CH:2]1[C:6]1[CH:11]=[CH:10][C:9]([OH:12])=[CH:8][CH:7]=1.[H-].[Na+].F[C:16]1[CH:17]=[CH:18][C:19]([C:22]([NH2:24])=[O:23])=[N:20][CH:21]=1. Product: [O:1]1[CH2:5][CH2:4][O:3][CH:2]1[C:6]1[CH:11]=[CH:10][C:9]([O:12][C:16]2[CH:17]=[CH:18][C:19]([C:22]([NH2:24])=[O:23])=[N:20][CH:21]=2)=[CH:8][CH:7]=1. The catalyst class is: 3. (5) Reactant: [N:1]1[CH:6]=[CH:5][CH:4]=[C:3]([CH2:7][CH:8](C(C(OCC)=O)C(OCC)=O)[CH3:9])[CH:2]=1.[C:21](=[O:24])(O)[O-:22].[Na+]. Product: [N:1]1[CH:6]=[CH:5][CH:4]=[C:3]([CH2:7][CH:8]([CH3:9])[C:21]([OH:22])=[O:24])[CH:2]=1. The catalyst class is: 33. (6) Reactant: Br[C:2]1[CH:7]=[CH:6][C:5]([NH:8][C:9](=[O:15])[O:10][C:11]([CH3:14])([CH3:13])[CH3:12])=[CH:4][CH:3]=1.C[Li].C([Li])CCC.[B:23](OC)([O:26]C)[O:24]C.Cl.[Na+].[Cl-]. Product: [C:11]([O:10][C:9]([NH:8][C:5]1[CH:6]=[CH:7][C:2]([B:23]([OH:26])[OH:24])=[CH:3][CH:4]=1)=[O:15])([CH3:14])([CH3:13])[CH3:12]. The catalyst class is: 7. (7) Reactant: FC(F)(F)S(O[C:7]1[C:8]2[N:9]([C:13]([C:34]3[CH:39]=[CH:38][CH:37]=[CH:36][CH:35]=3)=[C:14]([C:16]3[CH:21]=[CH:20][C:19]([C:22]4([NH:26][C:27]([O:29][C:30]([CH3:33])([CH3:32])[CH3:31])=[O:28])[CH2:25][CH2:24][CH2:23]4)=[CH:18][CH:17]=3)[N:15]=2)[N:10]=[CH:11][CH:12]=1)(=O)=O.C1[CH2:46][O:45][CH2:44]C1.C(N(CC)CC)C.C[OH:55]. Product: [C:30]([O:29][C:27]([NH:26][C:22]1([C:19]2[CH:18]=[CH:17][C:16]([C:14]3[N:15]=[C:8]4[C:7]([C:44]([O:45][CH3:46])=[O:55])=[CH:12][CH:11]=[N:10][N:9]4[C:13]=3[C:34]3[CH:35]=[CH:36][CH:37]=[CH:38][CH:39]=3)=[CH:21][CH:20]=2)[CH2:23][CH2:24][CH2:25]1)=[O:28])([CH3:31])([CH3:32])[CH3:33]. The catalyst class is: 140. (8) Reactant: [Br:1][C:2]1[CH:3]=[CH:4][C:5]([O:9][C:10]2[CH:11]=[CH:12][C:13]3[N:17]=[C:16]([CH2:18][O:19][C:20]4[CH:21]=[C:22]([CH:27]=[CH:28][CH:29]=4)[C:23](OC)=[O:24])[N:15]([CH3:30])[C:14]=3[CH:31]=2)=[N:6][C:7]=1Cl.[CH3:32][O-:33].[Na+].[OH2:35]. Product: [Br:1][C:2]1[CH:3]=[CH:4][C:5]([O:9][C:10]2[CH:11]=[CH:12][C:13]3[N:17]=[C:16]([CH2:18][O:19][C:20]4[CH:21]=[C:22]([CH:27]=[CH:28][CH:29]=4)[C:23]([OH:35])=[O:24])[N:15]([CH3:30])[C:14]=3[CH:31]=2)=[N:6][C:7]=1[O:33][CH3:32]. The catalyst class is: 12.